Predict the product of the given reaction. From a dataset of Forward reaction prediction with 1.9M reactions from USPTO patents (1976-2016). (1) Given the reactants Br[C:2]1[CH:3]=[N:4][N:5]([CH3:17])[C:6]=1[C:7]1[CH:8]=[C:9]([C:13]([O:15][CH3:16])=[O:14])[S:10][C:11]=1[CH3:12].[C:18](=O)([O-])[O-].[K+].[K+].O1[CH2:29][CH2:28]OCC1, predict the reaction product. The product is: [CH3:12][C:11]1[S:10][C:9]([C:13]([O:15][CH3:16])=[O:14])=[CH:8][C:7]=1[C:6]1[N:5]([CH3:17])[N:4]=[CH:3][C:2]=1/[CH:18]=[CH:28]\[CH3:29]. (2) Given the reactants Br[C:2]1[CH:3]=[CH:4][C:5]([N:8]2[CH2:12][CH2:11][N:10]([CH3:13])[C:9]2=[O:14])=[N:6][CH:7]=1.[CH3:15][C:16]1([CH3:32])[C:20]([CH3:22])([CH3:21])[O:19][B:18]([B:18]2[O:19][C:20]([CH3:22])([CH3:21])[C:16]([CH3:32])([CH3:15])[O:17]2)[O:17]1.ClCCl.C([O-])(=O)C.[K+], predict the reaction product. The product is: [CH3:13][N:10]1[CH2:11][CH2:12][N:8]([C:5]2[CH:4]=[CH:3][C:2]([B:18]3[O:19][C:20]([CH3:22])([CH3:21])[C:16]([CH3:32])([CH3:15])[O:17]3)=[CH:7][N:6]=2)[C:9]1=[O:14]. (3) Given the reactants [Cl:1][C:2]1[CH:19]=[CH:18][C:5]([O:6][CH2:7][C:8]2[CH:13]=[CH:12][N:11]=[C:10](S(C)(=O)=O)[N:9]=2)=[CH:4][CH:3]=1.[OH-:20].[Na+].Cl, predict the reaction product. The product is: [Cl:1][C:2]1[CH:19]=[CH:18][C:5]([O:6][CH2:7][C:8]2[CH:13]=[CH:12][NH:11][C:10](=[O:20])[N:9]=2)=[CH:4][CH:3]=1. (4) Given the reactants Br[C:2]1[CH:7]=[N:6][CH:5]=[C:4]2[S:8][C:9]([C:11]3[NH:15][N:14]=[N:13][N:12]=3)=[CH:10][C:3]=12.[C:16]1(B(O)O)[C:27]2[C:26]3[C:21](=[CH:22][CH:23]=[CH:24][CH:25]=3)[C:20]=2[CH:19]=[CH:18][CH:17]=1.C(=O)([O-])[O-].[Cs+].[Cs+], predict the reaction product. The product is: [C:19]1([C:2]2[CH:7]=[N:6][CH:5]=[C:4]3[S:8][C:9]([C:11]4[NH:15][N:14]=[N:13][N:12]=4)=[CH:10][C:3]=23)[C:20]2[C:21]3[C:26](=[CH:25][CH:24]=[CH:23][CH:22]=3)[C:27]=2[CH:16]=[CH:17][CH:18]=1. (5) Given the reactants [C:1]([O:5][CH2:6][CH2:7]O)([CH3:4])([CH3:3])[CH3:2].CC(OI1(OC(C)=O)(OC(C)=O)OC(=O)C2C=CC=CC1=2)=O.[NH2:31][C:32]1[N:40]=[CH:39][C:38]([Cl:41])=[CH:37][C:33]=1[C:34]([OH:36])=[O:35].C(O)(=O)C.C(O[BH-](OC(=O)C)OC(=O)C)(=O)C.[Na+], predict the reaction product. The product is: [C:1]([O:5][CH2:6][CH2:7][NH:31][C:32]1[N:40]=[CH:39][C:38]([Cl:41])=[CH:37][C:33]=1[C:34]([OH:36])=[O:35])([CH3:2])([CH3:3])[CH3:4]. (6) Given the reactants [K+].[CH3:2][Si:3]([CH3:17])([CH3:16])[CH2:4][CH2:5][O:6][CH2:7][N:8]1[CH:12]=[N:11][C:10]([C:13]([O-:15])=O)=[N:9]1.CC[N:20]([CH:24]([CH3:26])C)[CH:21]([CH3:23])C.FC(F)(F)[C:29]([OH:31])=[O:30].[C:34]1([C:40]2[CH:45]=[C:44]([CH:46]3CCNCC3)[CH:43]=[CH:42][C:41]=2[NH:52]C(C2NC=C(C#N)N=2)=O)[CH2:39][CH2:38][CH2:37][CH2:36][CH:35]=1.C1CN([P+](Br)(N2[CH2:77][CH2:76][CH2:75]C2)N2CCCC2)CC1.F[P-](F)(F)(F)(F)F.[CH2:86](Cl)Cl, predict the reaction product. The product is: [C:76]([O:31][C:29]([N:20]1[CH2:21][CH2:23][CH:46]([C:44]2[CH:43]=[CH:42][C:41]([NH:52][C:13]([C:10]3[N:11]=[CH:12][N:8]([CH2:7][O:6][CH2:5][CH2:4][Si:3]([CH3:2])([CH3:17])[CH3:16])[N:9]=3)=[O:15])=[C:40]([C:34]3[CH2:39][CH2:38][CH2:37][CH2:36][CH:35]=3)[CH:45]=2)[CH2:26][CH2:24]1)=[O:30])([CH3:75])([CH3:77])[CH3:86].